From a dataset of Reaction yield outcomes from USPTO patents with 853,638 reactions. Predict the reaction yield, written as a fraction of the theoretical maximum amount of product (1.0 means a 100% yield; for example, 0.34 means a 34% yield). (1) The reactants are [Br:1][C:2]1[CH:9]=[CH:8][C:7]([OH:10])=[CH:6][C:3]=1[C:4]#[N:5].C([O-])([O-])=O.[K+].[K+].I[CH:18]([CH3:20])[CH3:19]. The catalyst is CN(C=O)C.CCOCC. The product is [Br:1][C:2]1[CH:9]=[CH:8][C:7]([O:10][CH:18]([CH3:20])[CH3:19])=[CH:6][C:3]=1[C:4]#[N:5]. The yield is 0.810. (2) The reactants are C(N1C=CN=C1)(N1C=CN=C1)=O.[CH:13]1([C:19]2[C:20]3[CH:21]=[CH:22][C:23]([C:43](O)=[O:44])=[CH:24][C:25]=3[N:26]3[CH2:32][C:31]([C:33]([O:35][CH3:36])=[O:34])=[CH:30][C:29]4[CH:37]=[C:38]([O:41][CH3:42])[CH:39]=[CH:40][C:28]=4[C:27]=23)[CH2:18][CH2:17][CH2:16][CH2:15][CH2:14]1.[CH:46]1([S:49]([NH2:52])(=[O:51])=[O:50])[CH2:48][CH2:47]1.C1CCN2C(=NCCC2)CC1. The catalyst is C1COCC1.CCOC(C)=O. The product is [CH:13]1([C:19]2[C:20]3[CH:21]=[CH:22][C:23]([C:43](=[O:44])[NH:52][S:49]([CH:46]4[CH2:48][CH2:47]4)(=[O:51])=[O:50])=[CH:24][C:25]=3[N:26]3[CH2:32][C:31]([C:33]([O:35][CH3:36])=[O:34])=[CH:30][C:29]4[CH:37]=[C:38]([O:41][CH3:42])[CH:39]=[CH:40][C:28]=4[C:27]=23)[CH2:18][CH2:17][CH2:16][CH2:15][CH2:14]1. The yield is 0.890. (3) The reactants are [CH2:1]([C@H:8]([NH:48]C(=O)OC(C)(C)C)[C@@H:9]([OH:47])[CH2:10][C@@H:11]([NH:25][C:26](=[O:46])[C@@H:27]([N:32]1[CH2:36][CH2:35][N:34]([CH2:37][C:38]2[CH:43]=[CH:42][CH:41]=[C:40]([CH3:44])[N:39]=2)[C:33]1=[O:45])[C:28]([CH3:31])([CH3:30])[CH3:29])[CH2:12][C:13]1[CH:18]=[CH:17][C:16]([C:19]2[CH:24]=[CH:23][CH:22]=[CH:21][N:20]=2)=[CH:15][CH:14]=1)[C:2]1[CH:7]=[CH:6][CH:5]=[CH:4][CH:3]=1.FC(F)(F)C(O)=O.[CH3:63][O:64][C:65]([NH:67][C@@H:68]([C:72]([CH3:75])([CH3:74])[CH3:73])[C:69]([OH:71])=O)=[O:66].CCOP(ON1N=NC2C=CC=CC=2C1=O)(OCC)=O.C(N(CC)C(C)C)(C)C. The yield is 0.400. The catalyst is ClCCl.C1COCC1. The product is [CH2:1]([C@H:8]([NH:48][C:69]([C@@H:68]([NH:67][C:65](=[O:66])[O:64][CH3:63])[C:72]([CH3:75])([CH3:74])[CH3:73])=[O:71])[C@@H:9]([OH:47])[CH2:10][C@@H:11]([NH:25][C:26](=[O:46])[C@@H:27]([N:32]1[CH2:36][CH2:35][N:34]([CH2:37][C:38]2[CH:43]=[CH:42][CH:41]=[C:40]([CH3:44])[N:39]=2)[C:33]1=[O:45])[C:28]([CH3:31])([CH3:30])[CH3:29])[CH2:12][C:13]1[CH:14]=[CH:15][C:16]([C:19]2[CH:24]=[CH:23][CH:22]=[CH:21][N:20]=2)=[CH:17][CH:18]=1)[C:2]1[CH:3]=[CH:4][CH:5]=[CH:6][CH:7]=1. (4) The yield is 0.950. The catalyst is O.C1COCC1. The product is [C:7]([O:11][C:12]([NH:1][C:2]([CH3:6])([CH3:5])[CH2:3][OH:4])=[O:13])([CH3:10])([CH3:9])[CH3:8]. The reactants are [NH2:1][C:2]([CH3:6])([CH3:5])[CH2:3][OH:4].[C:7]([O:11][C:12](O[C:12]([O:11][C:7]([CH3:10])([CH3:9])[CH3:8])=[O:13])=[O:13])([CH3:10])([CH3:9])[CH3:8].C([O-])([O-])=O.[Na+].[Na+]. (5) The reactants are [P:1]([O-:43])([O-:42])([O:3][C:4](C(C)(C)C)(C(C)(C)C)[N:5]1[CH:10]=[CH:9][C:8]([NH:11][C:12](=[O:32])[C:13]2[CH:18]=[C:17]([C:19]([F:22])([F:21])[F:20])[CH:16]=[CH:15][C:14]=2[O:23][C:24]2[CH:29]=[CH:28][C:27]([F:30])=[CH:26][C:25]=2[CH3:31])=[CH:7][C:6]1=[O:33])=[O:2]. The catalyst is CC#N.O.CC(O)=O. The product is [P:1]([OH:43])([OH:42])([O:3][CH2:4][N:5]1[CH:10]=[CH:9][C:8]([NH:11][C:12](=[O:32])[C:13]2[CH:18]=[C:17]([C:19]([F:20])([F:22])[F:21])[CH:16]=[CH:15][C:14]=2[O:23][C:24]2[CH:29]=[CH:28][C:27]([F:30])=[CH:26][C:25]=2[CH3:31])=[CH:7][C:6]1=[O:33])=[O:2]. The yield is 0.302.